Dataset: Reaction yield outcomes from USPTO patents with 853,638 reactions. Task: Predict the reaction yield, written as a fraction of the theoretical maximum amount of product (1.0 means a 100% yield; for example, 0.34 means a 34% yield). (1) The reactants are [S:1]1[CH:5]=[C:4]([CH2:6][N:7]([C@@H:30]([CH3:38])[CH:31]([O:35][CH2:36][CH3:37])[O:32][CH2:33][CH3:34])[C:8](=[O:29])[C@@H:9]([NH:11]C(=O)OCC2C3C=CC=CC=3C3C2=CC=CC=3)[CH3:10])[C:3]2[CH:39]=[CH:40][CH:41]=[CH:42][C:2]1=2.N1CCCCC1.CC(=O)OCC.CO. The catalyst is C(Cl)Cl. The product is [NH2:11][C@@H:9]([CH3:10])[C:8]([N:7]([CH2:6][C:4]1[C:3]2[CH:39]=[CH:40][CH:41]=[CH:42][C:2]=2[S:1][CH:5]=1)[C@@H:30]([CH3:38])[CH:31]([O:35][CH2:36][CH3:37])[O:32][CH2:33][CH3:34])=[O:29]. The yield is 0.750. (2) The reactants are [C:1]([C:3]1[CH:4]=[C:5]([NH:9][C:10](=[O:33])[NH:11][C:12]2[CH:17]=[CH:16][C:15]([S:18]([NH:21][CH2:22][C:23]3[CH:28]=[CH:27][C:26]([S:29](=[O:32])(=[O:31])[NH2:30])=[CH:25][CH:24]=3)(=[O:20])=[O:19])=[CH:14][CH:13]=2)[CH:6]=[CH:7][CH:8]=1)#[N:2].[O:34]1[CH2:38][CH2:37][O:36][CH:35]1[CH2:39][N:40]1[CH2:45][CH2:44][NH:43][CH2:42][CH2:41]1. No catalyst specified. The product is [O:34]1[CH2:38][CH2:37][O:36][CH:35]1[CH2:39][N:40]1[CH2:41][CH2:42][N:43]([C:1](=[NH:2])[C:3]2[CH:4]=[C:5]([NH:9][C:10](=[O:33])[NH:11][C:12]3[CH:17]=[CH:16][C:15]([S:18]([NH:21][CH2:22][C:23]4[CH:28]=[CH:27][C:26]([S:29](=[O:31])(=[O:32])[NH2:30])=[CH:25][CH:24]=4)(=[O:20])=[O:19])=[CH:14][CH:13]=3)[CH:6]=[CH:7][CH:8]=2)[CH2:44][CH2:45]1. The yield is 0.430. (3) The reactants are [CH3:1][CH:2]([O:4][C:5]1[CH:12]=[CH:11][C:10]([C:13]2[S:14][C:15]([N:18]3[C:26]([CH3:27])=[C:21]4[CH2:22][NH:23][CH2:24][CH2:25][C:20]4=[N:19]3)=[N:16][N:17]=2)=[CH:9][C:6]=1[C:7]#[N:8])[CH3:3].[C:28](O[BH-](OC(=O)C)OC(=O)C)(=[O:30])[CH3:29].[Na+].[C:42]([O-:45])(O)=O.[Na+].C(OCC)C. The catalyst is ClCCCl.C1COCC1.CO. The product is [OH:30][C@H:28]([CH2:42][OH:45])[CH2:29][N:23]1[CH2:24][CH2:25][C:20]2=[N:19][N:18]([C:15]3[S:14][C:13]([C:10]4[CH:11]=[CH:12][C:5]([O:4][CH:2]([CH3:1])[CH3:3])=[C:6]([CH:9]=4)[C:7]#[N:8])=[N:17][N:16]=3)[C:26]([CH3:27])=[C:21]2[CH2:22]1. The yield is 0.530. (4) The catalyst is C1(C)C=CC=CC=1. The yield is 0.890. The reactants are [Br:1][C:2]1[S:3][C:4]2[CH:10]=[C:9]([C:11](OC)=[O:12])[CH:8]=[C:7]([F:15])[C:5]=2[N:6]=1.C1COCC1.CC(C[Al]CC(C)C)C. The product is [Br:1][C:2]1[S:3][C:4]2[CH:10]=[C:9]([CH2:11][OH:12])[CH:8]=[C:7]([F:15])[C:5]=2[N:6]=1. (5) The reactants are [CH3:1][S:2]([C:5]1[CH:10]=[CH:9][C:8](B(O)O)=[CH:7][CH:6]=1)(=[O:4])=[O:3].Br[C:15]1[CH:20]=[CH:19][C:18]([OH:21])=[CH:17][C:16]=1[OH:22].C([O-])([O-])=O.[Na+].[Na+]. The catalyst is Cl[Pd](Cl)([P](C1C=CC=CC=1)(C1C=CC=CC=1)C1C=CC=CC=1)[P](C1C=CC=CC=1)(C1C=CC=CC=1)C1C=CC=CC=1.COCCOC. The product is [CH3:1][S:2]([C:5]1[CH:10]=[CH:9][C:8]([C:15]2[C:16]([OH:22])=[CH:17][C:18]([OH:21])=[CH:19][CH:20]=2)=[CH:7][CH:6]=1)(=[O:4])=[O:3]. The yield is 0.360.